This data is from Reaction yield outcomes from USPTO patents with 853,638 reactions. The task is: Predict the reaction yield, written as a fraction of the theoretical maximum amount of product (1.0 means a 100% yield; for example, 0.34 means a 34% yield). No catalyst specified. The product is [C:5]([NH:4][CH2:3][CH2:2][NH:1][C:23]([C:22]1[CH:21]=[N:20][N:17]2[C:18]([CH3:19])=[C:13]([CH2:12][C:11]3[CH:27]=[CH:28][CH:29]=[C:9]([Cl:8])[CH:10]=3)[C:14]([CH3:26])=[N:15][C:16]=12)=[O:24])(=[O:7])[CH3:6]. The yield is 0.360. The reactants are [NH2:1][CH2:2][CH2:3][NH:4][C:5](=[O:7])[CH3:6].[Cl:8][C:9]1[CH:10]=[C:11]([CH:27]=[CH:28][CH:29]=1)[CH2:12][C:13]1[C:14]([CH3:26])=[N:15][C:16]2[N:17]([N:20]=[CH:21][C:22]=2[C:23](O)=[O:24])[C:18]=1[CH3:19].